From a dataset of Kir2.1 potassium channel HTS with 301,493 compounds. Binary Classification. Given a drug SMILES string, predict its activity (active/inactive) in a high-throughput screening assay against a specified biological target. (1) The compound is Clc1c(C(OCC(=O)N2CC(OC(C2)C)C)=O)cc(SC)cc1. The result is 0 (inactive). (2) The compound is Brc1ccc(SC(CC(=O)c2ccc(F)cc2)C(O)=O)cc1. The result is 0 (inactive). (3) The result is 0 (inactive). The molecule is O(Cc1n(N)c(=O)c2c(n1)cccc2)c1ccccc1. (4) The drug is S(c1n(nnn1)c1ccc(cc1)C(O)=O)c1n(nc(n1)[N+]([O-])=O)C. The result is 0 (inactive). (5) The result is 0 (inactive). The drug is o1c(c2cc(OC)c(O)cc2)cc(=O)c2c1cccc2. (6) The molecule is s\1c=2n(C(C(=C(N2)C)C(OCC)=O)c2ccccc2)c(=O)c1=C\c1c(O)c([N+]([O-])=O)ccc1. The result is 0 (inactive).